Task: Binary Classification. Given a drug SMILES string, predict its activity (active/inactive) in a high-throughput screening assay against a specified biological target.. Dataset: Orexin1 receptor HTS with 218,158 compounds and 233 confirmed actives The drug is Clc1c(C(=O)Nc2n(c3nc4c(nc3c2C#N)cccc4)Cc2ccccc2)cccc1. The result is 0 (inactive).